From a dataset of Catalyst prediction with 721,799 reactions and 888 catalyst types from USPTO. Predict which catalyst facilitates the given reaction. Reactant: [C:1]([OH:5])(=[O:4])[CH:2]=[O:3].[C:6]([C:8]1[CH:18]=[CH:17][CH:16]=[CH:15][C:9]=1[CH2:10][NH:11][CH2:12][CH2:13]O)#[N:7].O. Product: [OH:4][CH:1]1[O:5][CH2:13][CH2:12][N:11]([CH2:10][C:9]2[CH:15]=[CH:16][CH:17]=[CH:18][C:8]=2[C:6]#[N:7])[C:2]1=[O:3]. The catalyst class is: 7.